From a dataset of hERG Central: cardiac toxicity at 1µM, 10µM, and general inhibition. Predict hERG channel inhibition at various concentrations. (1) The molecule is O=C1N(Cc2cccc(Cl)c2)C[C@@H]2C[C@@H](c3c[nH]c4ccccc34)N3CCC[C@@]123. Results: hERG_inhib (hERG inhibition (general)): blocker. (2) The molecule is OC(COc1ccc(F)cc1Cl)CN1CCC(Cc2ccccc2)CC1. Results: hERG_inhib (hERG inhibition (general)): blocker. (3) The compound is CC(=NCCCn1ccnc1)c1c(-c2ccccc2)[nH]n(-c2nc3ccccc3s2)c1=O. Results: hERG_inhib (hERG inhibition (general)): blocker. (4) Results: hERG_inhib (hERG inhibition (general)): blocker. The drug is CN(C)CCCN(C(=O)CCS(=O)(=O)c1ccccc1)c1nc2cc3c(cc2s1)OCO3.Cl. (5) The compound is CC(C)N1CCN(Cc2ccc(-c3ccccc3Cl)o2)CC1CCO. Results: hERG_inhib (hERG inhibition (general)): blocker. (6) The compound is CCN1CCN(CCNC(=O)c2ccc3nc(-c4cccc(C)c4)c(-c4cccc(C)c4)nc3c2)CC1. Results: hERG_inhib (hERG inhibition (general)): blocker. (7) The compound is CC(C)CNS(=O)(=O)c1ccc(CCC(=O)N2CCN(c3ccccc3)CC2)cc1. Results: hERG_inhib (hERG inhibition (general)): blocker.